This data is from Reaction yield outcomes from USPTO patents with 853,638 reactions. The task is: Predict the reaction yield, written as a fraction of the theoretical maximum amount of product (1.0 means a 100% yield; for example, 0.34 means a 34% yield). (1) The product is [CH3:19][N:20]1[CH:24]=[C:23]([C:25]2[CH:26]=[CH:27][C:28]([C:2]3[C:11]4[C:6](=[CH:7][CH:8]=[C:9]([N:12]5[CH2:17][CH2:16][CH2:15][CH2:14][C:13]5=[O:18])[CH:10]=4)[CH:5]=[N:4][CH:3]=3)=[CH:29][CH:30]=2)[CH:22]=[N:21]1. The reactants are Cl[C:2]1[C:11]2[C:6](=[CH:7][CH:8]=[C:9]([N:12]3[CH2:17][CH2:16][CH2:15][CH2:14][C:13]3=[O:18])[CH:10]=2)[CH:5]=[N:4][CH:3]=1.[CH3:19][N:20]1[CH:24]=[C:23]([C:25]2[CH:30]=[CH:29][C:28](B3OC(C)(C)C(C)(C)O3)=[CH:27][CH:26]=2)[CH:22]=[N:21]1.C(=O)([O-])[O-].[Na+].[Na+].C(#N)C. The catalyst is O. The yield is 0.100. (2) The reactants are [Br:1][C:2]1[C:6]2[NH:7]C(C)(C)[NH:9][C:10](=[O:11])[C:5]=2[S:4][C:3]=1[C:14]1[CH:15]=[N:16][NH:17][CH:18]=1.Cl.C([O-])(O)=O.[Na+]. The catalyst is CO. The product is [NH2:7][C:6]1[C:2]([Br:1])=[C:3]([C:14]2[CH:15]=[N:16][NH:17][CH:18]=2)[S:4][C:5]=1[C:10]([NH2:9])=[O:11]. The yield is 0.690. (3) The reactants are [CH2:1]([N:8]1[CH2:17][CH2:16][C:15]2[N:14]=[C:13](Cl)[CH:12]=[CH:11][C:10]=2[CH2:9]1)[C:2]1[CH:7]=[CH:6][CH:5]=[CH:4][CH:3]=1.[CH:19]([Mg]Cl)([CH3:21])[CH3:20].[OH-].[Na+]. The catalyst is C1COCC1.CN1C(=O)CCC1.CCOCC.C/C(/O)=C/C(C)=O.C/C(/O)=C/C(C)=O.C/C(/O)=C/C(C)=O.[Fe]. The product is [CH2:1]([N:8]1[CH2:17][CH2:16][C:15]2[N:14]=[C:13]([CH:19]([CH3:21])[CH3:20])[CH:12]=[CH:11][C:10]=2[CH2:9]1)[C:2]1[CH:7]=[CH:6][CH:5]=[CH:4][CH:3]=1. The yield is 0.610. (4) The reactants are [CH3:1][C:2]1[CH:19]=[CH:18][CH:17]=[C:16]([CH3:20])[C:3]=1/[CH:4]=[CH:5]/[C:6]1[CH:7]=[C:8]([CH2:12][CH2:13][CH2:14][NH2:15])[CH:9]=[CH:10][CH:11]=1.[ClH:21]. The catalyst is C(OCC)C. The product is [ClH:21].[CH3:1][C:2]1[CH:19]=[CH:18][CH:17]=[C:16]([CH3:20])[C:3]=1/[CH:4]=[CH:5]/[C:6]1[CH:7]=[C:8]([CH2:12][CH2:13][CH2:14][NH2:15])[CH:9]=[CH:10][CH:11]=1. The yield is 0.950.